This data is from Forward reaction prediction with 1.9M reactions from USPTO patents (1976-2016). The task is: Predict the product of the given reaction. (1) Given the reactants [CH3:1][S:2][C:3]1[CH:8]=[CH:7][C:6]([C@H:9]2[O:13][C:12]([C:14]3[CH:19]=[CH:18][CH:17]=[CH:16][CH:15]=3)=[N:11][C@@H:10]2[CH2:20][OH:21])=[CH:5][CH:4]=1.ClC1C=CC=C(C(OO)=[O:30])C=1, predict the reaction product. The product is: [CH3:1][S:2]([C:3]1[CH:4]=[CH:5][C:6]([C@H:9]2[O:13][C:12]([C:14]3[CH:19]=[CH:18][CH:17]=[CH:16][CH:15]=3)=[N:11][C@@H:10]2[CH2:20][OH:21])=[CH:7][CH:8]=1)=[O:30]. (2) Given the reactants CC1(C)[O:7][C:6](=[O:8])[C:5]([CH3:10])([CH3:9])[C:4](=[O:11])O1.[CH2:13]([NH2:17])[CH2:14][CH2:15][CH3:16], predict the reaction product. The product is: [CH2:13]([NH:17][C:4](=[O:11])[C:5]([CH3:9])([CH3:10])[C:6]([OH:7])=[O:8])[CH2:14][CH2:15][CH3:16]. (3) The product is: [CH2:39]([N:41]1[CH2:2][C:3]2[N:8]([C:9]3[CH:14]=[CH:13][CH:12]=[C:11]([C:15]([F:18])([F:16])[F:17])[CH:10]=3)[C:7](=[O:19])[NH:6][C@H:5]([C:20]3[CH:21]=[CH:22][C:23]([C:26]#[N:27])=[CH:24][CH:25]=3)[C:4]=2[C:28](=[O:29])[NH:42]1)[CH3:40]. Given the reactants Br[CH2:2][C:3]1[N:8]([C:9]2[CH:14]=[CH:13][CH:12]=[C:11]([C:15]([F:18])([F:17])[F:16])[CH:10]=2)[C:7](=[O:19])[NH:6][C@H:5]([C:20]2[CH:25]=[CH:24][C:23]([C:26]#[N:27])=[CH:22][CH:21]=2)[C:4]=1[C:28](OCC)=[O:29].C(O)(=O)C(O)=O.[CH2:39]([NH:41][NH2:42])[CH3:40], predict the reaction product. (4) The product is: [Br:6][C:16]1[CH:15]=[N:14][N:18]2[CH:19]=[CH:20][N:21]=[CH:22][C:17]=12. Given the reactants C(=O)([O-])O.[Na+].[Br:6]N1C(=O)CCC1=O.[N:14]1[N:18]2[CH:19]=[CH:20][N:21]=[CH:22][C:17]2=[C:16](C(O)=O)[CH:15]=1, predict the reaction product.